Dataset: Reaction yield outcomes from USPTO patents with 853,638 reactions. Task: Predict the reaction yield, written as a fraction of the theoretical maximum amount of product (1.0 means a 100% yield; for example, 0.34 means a 34% yield). (1) The reactants are [F:1][C:2]1[CH:3]=[C:4]2[C:8](=[CH:9][C:10]=1[NH:11][C:12]([CH:14]([O:16]C(=O)C)[CH3:15])=[O:13])[NH:7][C:6](=[O:20])[CH2:5]2.O.[OH-].[Na+].Cl. The catalyst is CO. The product is [F:1][C:2]1[CH:3]=[C:4]2[C:8](=[CH:9][C:10]=1[NH:11][C:12](=[O:13])[CH:14]([OH:16])[CH3:15])[NH:7][C:6](=[O:20])[CH2:5]2. The yield is 0.700. (2) The reactants are [CH2:1]([O:8][C:9](=[O:25])[NH:10][CH2:11][CH2:12][C:13]([CH:15]1C(=O)O[C:18](C)([CH3:22])[O:17][C:16]1=[O:24])=[O:14])[C:2]1[CH:7]=[CH:6][CH:5]=[CH:4][CH:3]=1. The catalyst is CCO. The product is [CH2:18]([O:17][C:16](=[O:24])[CH2:15][C:13](=[O:14])[CH2:12][CH2:11][NH:10][C:9]([O:8][CH2:1][C:2]1[CH:7]=[CH:6][CH:5]=[CH:4][CH:3]=1)=[O:25])[CH3:22]. The yield is 0.380. (3) The reactants are [O:1]1[C:5]2[CH:6]=[CH:7][C:8]([C:10]3([C:13]([NH:15][C:16]4[CH:17]=[C:18]5[C:22](=[CH:23][CH:24]=4)[N:21]([CH2:25][CH2:26]Cl)[CH:20]([C:28]([CH3:31])([CH3:30])[CH3:29])[CH2:19]5)=[O:14])[CH2:12][CH2:11]3)=[CH:9][C:4]=2[O:3][CH2:2]1.[C-:32]#[N:33].[Na+]. The catalyst is C(O)C.O. The product is [O:1]1[C:5]2[CH:6]=[CH:7][C:8]([C:10]3([C:13]([NH:15][C:16]4[CH:17]=[C:18]5[C:22](=[CH:23][CH:24]=4)[N:21]([CH2:25][CH2:26][C:32]#[N:33])[CH:20]([C:28]([CH3:31])([CH3:30])[CH3:29])[CH2:19]5)=[O:14])[CH2:12][CH2:11]3)=[CH:9][C:4]=2[O:3][CH2:2]1. The yield is 0.770. (4) The reactants are [Cl-].[Al+3].[Cl-].[Cl-].Cl[C:6]([CH3:14])([CH2:8][CH2:9][C:10](Cl)([CH3:12])[CH3:11])[CH3:7].[Br:15][C:16]1[CH:21]=[CH:20][CH:19]=[CH:18][CH:17]=1. The catalyst is CCOCC.CCCCCC. The product is [Br:15][C:16]1[CH:21]=[C:20]2[C:19](=[CH:18][CH:17]=1)[C:10]([CH3:12])([CH3:11])[CH2:9][CH2:8][C:6]2([CH3:14])[CH3:7]. The yield is 0.830. (5) The reactants are C[O-].[Na+].CN(C)/[CH:6]=[C:7](\[C:17]1[CH:22]=[CH:21][N:20]=[CH:19][N:18]=1)/[C:8]([C:10]1[CH:15]=[CH:14][CH:13]=[C:12]([F:16])[CH:11]=1)=O.[C:24]([CH2:26][C:27]([NH2:29])=[O:28])#[N:25]. The catalyst is CN(C)C=O. The product is [F:16][C:12]1[CH:11]=[C:10]([C:8]2[NH:29][C:27](=[O:28])[C:26]([C:24]#[N:25])=[CH:6][C:7]=2[C:17]2[CH:22]=[CH:21][N:20]=[CH:19][N:18]=2)[CH:15]=[CH:14][CH:13]=1. The yield is 0.860. (6) The reactants are CN(C)S([N:6]1[CH:10]=[C:9]([C:11]([C:13]2[CH:22]=[CH:21][C:16]3[O:17][CH2:18][CH2:19][O:20][C:15]=3[CH:14]=2)=[CH2:12])[N:8]=[CH:7]1)(=O)=O.[H][H]. The catalyst is CCO.[Pd]. The product is [O:17]1[C:16]2[CH:21]=[CH:22][C:13]([CH:11]([C:9]3[N:8]=[CH:7][NH:6][CH:10]=3)[CH3:12])=[CH:14][C:15]=2[O:20][CH2:19][CH2:18]1. The yield is 0.870. (7) The reactants are [CH3:1][C:2]1[CH:7]=[C:6]([CH3:8])[NH:5][C:4](=[O:9])[C:3]=1[CH2:10][NH:11][C:12]([C:14]1[CH:15]=[C:16]([C:30]2[CH:31]=[CH:32][C:33]([N:36]3[CH2:41][CH2:40][CH:39]([NH:42]C(=O)OC(C)(C)C)[CH2:38][CH2:37]3)=[N:34][CH:35]=2)[CH:17]=[C:18]([N:21]([CH2:28][CH3:29])[CH:22]2[CH2:27][CH2:26][O:25][CH2:24][CH2:23]2)[C:19]=1[CH3:20])=[O:13].C(O)(C(F)(F)F)=O. The catalyst is C(Cl)Cl. The product is [NH2:42][CH:39]1[CH2:38][CH2:37][N:36]([C:33]2[N:34]=[CH:35][C:30]([C:16]3[CH:17]=[C:18]([N:21]([CH2:28][CH3:29])[CH:22]4[CH2:23][CH2:24][O:25][CH2:26][CH2:27]4)[C:19]([CH3:20])=[C:14]([CH:15]=3)[C:12]([NH:11][CH2:10][C:3]3[C:4](=[O:9])[NH:5][C:6]([CH3:8])=[CH:7][C:2]=3[CH3:1])=[O:13])=[CH:31][CH:32]=2)[CH2:41][CH2:40]1. The yield is 0.906.